The task is: Predict the product of the given reaction.. This data is from Forward reaction prediction with 1.9M reactions from USPTO patents (1976-2016). (1) Given the reactants [CH3:1][NH:2][CH2:3][CH2:4][CH2:5][CH2:6][C:7]([OH:9])=[O:8].[OH-].[Na+].[C:20](O[C:20]([O:22][C:23]([CH3:26])([CH3:25])[CH3:24])=[O:21])([O:22][C:23]([CH3:26])([CH3:25])[CH3:24])=[O:21].Cl, predict the reaction product. The product is: [C:23]([O:22][C:20]([N:2]([CH3:1])[CH2:3][CH2:4][CH2:5][CH2:6][C:7]([OH:9])=[O:8])=[O:21])([CH3:24])([CH3:25])[CH3:26]. (2) Given the reactants [CH3:1][C:2]1([CH3:15])[C:6]([CH3:14])([CH2:7][O:8][C:9](=[O:13])[C:10]([CH3:12])=[CH2:11])[O:5][C:3]1=[O:4].B(F)(F)F.COC1C=CC(O)=CC=1, predict the reaction product. The product is: [CH3:12][C:10]1([CH3:11])[C:6]([CH3:14])([O:5][C:3](=[O:4])[C:2]([CH3:1])=[CH2:15])[CH2:7][O:8][C:9]1=[O:13]. (3) Given the reactants [C:1]1([C@@H:7]2[CH2:9][C@H:8]2[N:10]=[C:11]=[O:12])[CH:6]=[CH:5][CH:4]=[CH:3][CH:2]=1.[NH2:13][CH2:14][CH2:15][N:16]1[C:24]2[C:23]([CH3:25])=[C:22]([CH3:26])[N:21]=[C:20]([NH2:27])[C:19]=2[N:18]=[C:17]1[CH3:28], predict the reaction product. The product is: [NH2:27][C:20]1[C:19]2[N:18]=[C:17]([CH3:28])[N:16]([CH2:15][CH2:14][NH:13][C:11]([NH:10][C@@H:8]3[CH2:9][C@H:7]3[C:1]3[CH:6]=[CH:5][CH:4]=[CH:3][CH:2]=3)=[O:12])[C:24]=2[C:23]([CH3:25])=[C:22]([CH3:26])[N:21]=1. (4) Given the reactants CO[C:3]([C:5]1[C:6]([OH:37])=[C:7]2[C:12](=[C:13]([C:15]3[CH:16]=[N:17][C:18]([O:21][CH3:22])=[CH:19][CH:20]=3)[N:14]=1)[N:11]([CH2:23][C:24]1[CH:29]=[CH:28][CH:27]=[CH:26][CH:25]=1)[C:10](=[O:30])[C:9]([C:31]1[CH:36]=[CH:35][CH:34]=[CH:33][CH:32]=1)=[CH:8]2)=[O:4].[NH2:38][CH2:39][CH2:40][C:41]([OH:43])=[O:42].C[O-].[Na+], predict the reaction product. The product is: [CH2:23]([N:11]1[C:12]2[C:7](=[C:6]([OH:37])[C:5]([C:3]([NH:38][CH2:39][CH2:40][C:41]([OH:43])=[O:42])=[O:4])=[N:14][C:13]=2[C:15]2[CH:16]=[N:17][C:18]([O:21][CH3:22])=[CH:19][CH:20]=2)[CH:8]=[C:9]([C:31]2[CH:36]=[CH:35][CH:34]=[CH:33][CH:32]=2)[C:10]1=[O:30])[C:24]1[CH:29]=[CH:28][CH:27]=[CH:26][CH:25]=1.